Dataset: Forward reaction prediction with 1.9M reactions from USPTO patents (1976-2016). Task: Predict the product of the given reaction. (1) The product is: [CH3:1][O:2][C:3]1[CH:4]=[CH:5][C:6]([N:9]2[C:10]3[CH:15]=[CH:14][CH:13]=[C:12]([C:16]([F:18])([F:17])[F:19])[C:11]=3[N:20]=[C:21]2[CH3:22])=[CH:7][CH:8]=1. Given the reactants [CH3:1][O:2][C:3]1[CH:8]=[CH:7][C:6]([NH:9][C:10]2[C:11]([NH2:20])=[C:12]([C:16]([F:19])([F:18])[F:17])[CH:13]=[CH:14][CH:15]=2)=[CH:5][CH:4]=1.[CH2:21](C(CC)(CC)C([O-])([O-])[O-])[CH3:22], predict the reaction product. (2) Given the reactants [CH2:1]([NH:8][C:9](=O)[C:10]1[CH:15]=[CH:14][C:13]([O:16][CH3:17])=[CH:12][CH:11]=1)[C:2]1[CH:7]=[CH:6][CH:5]=[CH:4][CH:3]=1.C(Cl)[Cl:20], predict the reaction product. The product is: [CH3:17][O:16][C:13]1[CH:14]=[CH:15][C:10]([C:9](=[N:8][CH2:1][C:2]2[CH:7]=[CH:6][CH:5]=[CH:4][CH:3]=2)[Cl:20])=[CH:11][CH:12]=1. (3) Given the reactants [Cl:1][C:2]1[CH:7]=[CH:6][CH:5]=[C:4]([Cl:8])[C:3]=1[C:9]1[NH:10][C:11]([C:29]2[CH:34]=[CH:33][C:32]([F:35])=[CH:31][CH:30]=2)=[C:12]([C:14]2[N:19]=[C:18]3[N:20]([CH2:24][C:25]([CH3:28])([CH3:27])[CH3:26])[C:21]([NH2:23])=[N:22][C:17]3=[CH:16][CH:15]=2)[N:13]=1.[CH3:36][S:37]([OH:40])(=[O:39])=[O:38], predict the reaction product. The product is: [CH3:36][S:37]([OH:40])(=[O:39])=[O:38].[Cl:1][C:2]1[CH:7]=[CH:6][CH:5]=[C:4]([Cl:8])[C:3]=1[C:9]1[NH:10][C:11]([C:29]2[CH:30]=[CH:31][C:32]([F:35])=[CH:33][CH:34]=2)=[C:12]([C:14]2[N:19]=[C:18]3[N:20]([CH2:24][C:25]([CH3:28])([CH3:27])[CH3:26])[C:21]([NH2:23])=[N:22][C:17]3=[CH:16][CH:15]=2)[N:13]=1. (4) Given the reactants [NH2:1][C:2]1[CH:9]=[CH:8][C:5]([C:6]#[N:7])=[CH:4][C:3]=1[NH:10][CH:11]1[CH2:16][CH2:15][N:14]([CH:17]2[CH2:22][CH2:21][O:20][CH2:19][CH2:18]2)[CH2:13][CH2:12]1.C(N(C(C)C)CC)(C)C.[Cl:32][C:33](Cl)([O:35]C(=O)OC(Cl)(Cl)Cl)Cl.ClC(Cl)C.Cl, predict the reaction product. The product is: [ClH:32].[O:35]=[C:33]1[NH:1][C:2]2[CH:9]=[CH:8][C:5]([C:6]#[N:7])=[CH:4][C:3]=2[N:10]1[CH:11]1[CH2:12][CH2:13][N:14]([CH:17]2[CH2:22][CH2:21][O:20][CH2:19][CH2:18]2)[CH2:15][CH2:16]1. (5) Given the reactants C(=O)(O)[O-].[Na+].[N+:6]([C:9]1[CH:14]=[CH:13][C:12]([CH:15]2[O:19][CH2:18][CH2:17][O:16]2)=[CH:11][CH:10]=1)([O-])=O, predict the reaction product. The product is: [O:16]1[CH2:17][CH2:18][O:19][CH:15]1[C:12]1[CH:13]=[CH:14][C:9]([NH2:6])=[CH:10][CH:11]=1. (6) Given the reactants Br[C:2]1[C:10]2[N:9]3[CH2:11][CH2:12][CH2:13][NH:14][C:15](=[O:16])[C:8]3=[CH:7][C:6]=2[CH:5]=[C:4]([C:17]#[N:18])[CH:3]=1.[Cl:19][C:20]1[CH:21]=[C:22](B(O)O)[CH:23]=[C:24]([Cl:26])[CH:25]=1, predict the reaction product. The product is: [Cl:19][C:20]1[CH:21]=[C:22]([C:2]2[C:10]3[N:9]4[CH2:11][CH2:12][CH2:13][NH:14][C:15](=[O:16])[C:8]4=[CH:7][C:6]=3[CH:5]=[C:4]([C:17]#[N:18])[CH:3]=2)[CH:23]=[C:24]([Cl:26])[CH:25]=1.